Dataset: Catalyst prediction with 721,799 reactions and 888 catalyst types from USPTO. Task: Predict which catalyst facilitates the given reaction. (1) Reactant: [OH-].[Na+].[CH:3]1([NH:9][C:10]2[C:15]([C:16]([O:18]CC)=[O:17])=[C:14]([CH3:21])[N:13]=[C:12]3[N:22]([CH2:25][CH3:26])[N:23]=[CH:24][C:11]=23)[CH2:8][CH2:7][CH2:6][CH2:5][CH2:4]1. Product: [CH:3]1([NH:9][C:10]2[C:15]([C:16]([OH:18])=[O:17])=[C:14]([CH3:21])[N:13]=[C:12]3[N:22]([CH2:25][CH3:26])[N:23]=[CH:24][C:11]=23)[CH2:4][CH2:5][CH2:6][CH2:7][CH2:8]1. The catalyst class is: 8. (2) Reactant: [Cl:1][C:2]1[CH:7]=[CH:6][CH:5]=[C:4]([Cl:8])[C:3]=1[C:9]1[C:13]([CH2:14][O:15][C:16]2[CH:21]=[CH:20][C:19]([C:22]3[CH:23]=[C:24]4[C:29](=[CH:30][CH:31]=3)[N:28]=[C:27]([C:32]([O:34]C)=[O:33])[CH:26]=[CH:25]4)=[CH:18][CH:17]=2)=[C:12]([C@@H:36]([CH3:39])[CH2:37][CH3:38])[O:11][N:10]=1.O1CCCC1.[OH-].[Na+].Cl. Product: [Cl:8][C:4]1[CH:5]=[CH:6][CH:7]=[C:2]([Cl:1])[C:3]=1[C:9]1[C:13]([CH2:14][O:15][C:16]2[CH:21]=[CH:20][C:19]([C:22]3[CH:23]=[C:24]4[C:29](=[CH:30][CH:31]=3)[N:28]=[C:27]([C:32]([OH:34])=[O:33])[CH:26]=[CH:25]4)=[CH:18][CH:17]=2)=[C:12]([C@@H:36]([CH3:39])[CH2:37][CH3:38])[O:11][N:10]=1. The catalyst class is: 5. (3) Reactant: [CH:1]1([C:4]2[CH:5]=[C:6]([CH:11]=[C:12]([CH:19]3[CH2:21][CH2:20]3)[C:13]=2[O:14][C:15]([F:18])([F:17])[F:16])[C:7](OC)=[O:8])[CH2:3][CH2:2]1.CC(C[AlH]CC(C)C)C. Product: [CH:1]1([C:4]2[CH:5]=[C:6]([CH:11]=[C:12]([CH:19]3[CH2:21][CH2:20]3)[C:13]=2[O:14][C:15]([F:16])([F:17])[F:18])[CH:7]=[O:8])[CH2:2][CH2:3]1. The catalyst class is: 2. (4) Reactant: O=[C:2]1[CH2:7][CH2:6][N:5]([C:8]([O:10][CH2:11][C:12]2[CH:17]=[CH:16][CH:15]=[CH:14][CH:13]=2)=[O:9])[CH2:4][CH2:3]1.[F:18][C:19]1[CH:20]=[C:21]([CH:23]=[CH:24][C:25]=1[F:26])[NH2:22].S([O-])([O-])(=O)=O.[Na+].[Na+].C(O[BH-](OC(=O)C)OC(=O)C)(=O)C.[Na+].C(=O)([O-])O.[Na+]. Product: [CH2:11]([O:10][C:8]([N:5]1[CH2:6][CH2:7][CH:2]([NH:22][C:21]2[CH:23]=[CH:24][C:25]([F:26])=[C:19]([F:18])[CH:20]=2)[CH2:3][CH2:4]1)=[O:9])[C:12]1[CH:17]=[CH:16][CH:15]=[CH:14][CH:13]=1. The catalyst class is: 26. (5) Reactant: [N:1]1([NH:7][C:8]([C:10]2[N:11]=[C:12]([C:30]3[CH:35]=[CH:34][C:33]([Cl:36])=[CH:32][C:31]=3[Cl:37])[N:13]([C:16]3[CH:21]=[CH:20][C:19]([O:22]CC4C=CC=CC=4)=[CH:18][CH:17]=3)[C:14]=2[CH3:15])=[O:9])[CH2:6][CH2:5][CH2:4][CH2:3][CH2:2]1.B(Br)(Br)Br.O. Product: [N:1]1([NH:7][C:8]([C:10]2[N:11]=[C:12]([C:30]3[CH:35]=[CH:34][C:33]([Cl:36])=[CH:32][C:31]=3[Cl:37])[N:13]([C:16]3[CH:17]=[CH:18][C:19]([OH:22])=[CH:20][CH:21]=3)[C:14]=2[CH3:15])=[O:9])[CH2:6][CH2:5][CH2:4][CH2:3][CH2:2]1. The catalyst class is: 2. (6) Reactant: [CH3:1][O:2][CH2:3][C:4]([CH3:11])([CH3:10])[C:5](=[O:9])[CH2:6][C:7]#[N:8].[OH-].[Na+].S(O)(O)(=O)=O.[NH2:19]O.Cl. Product: [CH3:1][O:2][CH2:3][C:4]([C:5]1[O:9][N:8]=[C:7]([NH2:19])[CH:6]=1)([CH3:11])[CH3:10]. The catalyst class is: 6. (7) Reactant: Cl[C:2]1[CH:3]=[C:4]2[N:11]([CH3:12])[CH2:10][CH2:9][N:5]2[C:6](=[O:8])[N:7]=1.[H-].[Na+].[Cl:15][C:16]1[CH:17]=[C:18]([CH:30]=[CH:31][CH:32]=1)[O:19][C:20]1[C:25]([F:26])=[CH:24][C:23]([CH2:27][OH:28])=[CH:22][C:21]=1[F:29]. Product: [Cl:15][C:16]1[CH:17]=[C:18]([CH:30]=[CH:31][CH:32]=1)[O:19][C:20]1[C:25]([F:26])=[CH:24][C:23]([CH2:27][O:28][C:2]2[CH:3]=[C:4]3[N:11]([CH3:12])[CH2:10][CH2:9][N:5]3[C:6](=[O:8])[N:7]=2)=[CH:22][C:21]=1[F:29]. The catalyst class is: 3. (8) Reactant: Br[C:2]1[C:10]([CH3:11])=[CH:9][CH:8]=[CH:7][C:3]=1[C:4]([OH:6])=[O:5].CCCCCCC.[Li]CCCC.CCCCCC.[C:30](Cl)(=[O:34])[CH:31]([CH3:33])[CH3:32]. Product: [C:30]([C:2]1[C:10]([CH3:11])=[CH:9][CH:8]=[CH:7][C:3]=1[C:4]([OH:6])=[O:5])(=[O:34])[CH:31]([CH3:33])[CH3:32]. The catalyst class is: 1. (9) Reactant: [OH2:1].[Si:2](Cl)([C:5]([CH3:8])([CH3:7])[CH3:6])([CH3:4])[CH3:3].[CH3:10][SiH:11]([CH3:13])Cl. Product: [C:5]([Si:2]([CH3:4])([CH3:3])[O:1][SiH:11]([CH3:13])[CH3:10])([CH3:8])([CH3:7])[CH3:6]. The catalyst class is: 740.